Dataset: NCI-60 drug combinations with 297,098 pairs across 59 cell lines. Task: Regression. Given two drug SMILES strings and cell line genomic features, predict the synergy score measuring deviation from expected non-interaction effect. (1) Drug 1: C1=CC=C(C=C1)NC(=O)CCCCCCC(=O)NO. Drug 2: C1CN1C2=NC(=NC(=N2)N3CC3)N4CC4. Cell line: U251. Synergy scores: CSS=46.2, Synergy_ZIP=-1.41, Synergy_Bliss=-0.616, Synergy_Loewe=1.24, Synergy_HSA=3.97. (2) Drug 1: C1=CC(=CC=C1CCC2=CNC3=C2C(=O)NC(=N3)N)C(=O)NC(CCC(=O)O)C(=O)O. Drug 2: CC12CCC3C(C1CCC2OP(=O)(O)O)CCC4=C3C=CC(=C4)OC(=O)N(CCCl)CCCl.[Na+]. Cell line: HCT-15. Synergy scores: CSS=47.9, Synergy_ZIP=-0.338, Synergy_Bliss=-1.40, Synergy_Loewe=-13.2, Synergy_HSA=1.68. (3) Drug 1: CC1=C(C=C(C=C1)C(=O)NC2=CC(=CC(=C2)C(F)(F)F)N3C=C(N=C3)C)NC4=NC=CC(=N4)C5=CN=CC=C5. Drug 2: C1=NC2=C(N=C(N=C2N1C3C(C(C(O3)CO)O)F)Cl)N. Cell line: HCC-2998. Synergy scores: CSS=9.04, Synergy_ZIP=-1.77, Synergy_Bliss=0.266, Synergy_Loewe=-14.1, Synergy_HSA=-1.76. (4) Cell line: SK-MEL-28. Synergy scores: CSS=22.5, Synergy_ZIP=0.514, Synergy_Bliss=-0.622, Synergy_Loewe=-4.04, Synergy_HSA=-2.06. Drug 1: C1=C(C(=O)NC(=O)N1)F. Drug 2: CC1=C(C=C(C=C1)NC(=O)C2=CC=C(C=C2)CN3CCN(CC3)C)NC4=NC=CC(=N4)C5=CN=CC=C5. (5) Drug 1: C1=C(C(=O)NC(=O)N1)F. Drug 2: CN(C)C1=NC(=NC(=N1)N(C)C)N(C)C. Cell line: CAKI-1. Synergy scores: CSS=35.2, Synergy_ZIP=15.0, Synergy_Bliss=13.2, Synergy_Loewe=5.67, Synergy_HSA=15.1. (6) Drug 1: CC=C1C(=O)NC(C(=O)OC2CC(=O)NC(C(=O)NC(CSSCCC=C2)C(=O)N1)C(C)C)C(C)C. Drug 2: CC1=C(N=C(N=C1N)C(CC(=O)N)NCC(C(=O)N)N)C(=O)NC(C(C2=CN=CN2)OC3C(C(C(C(O3)CO)O)O)OC4C(C(C(C(O4)CO)O)OC(=O)N)O)C(=O)NC(C)C(C(C)C(=O)NC(C(C)O)C(=O)NCCC5=NC(=CS5)C6=NC(=CS6)C(=O)NCCC[S+](C)C)O. Cell line: PC-3. Synergy scores: CSS=26.7, Synergy_ZIP=-2.13, Synergy_Bliss=0.472, Synergy_Loewe=0.447, Synergy_HSA=1.44. (7) Drug 1: C1C(C(OC1N2C=C(C(=O)NC2=O)F)CO)O. Drug 2: C#CCC(CC1=CN=C2C(=N1)C(=NC(=N2)N)N)C3=CC=C(C=C3)C(=O)NC(CCC(=O)O)C(=O)O. Cell line: HOP-92. Synergy scores: CSS=23.1, Synergy_ZIP=-2.83, Synergy_Bliss=-2.14, Synergy_Loewe=-2.17, Synergy_HSA=-0.104. (8) Drug 1: CC(CN1CC(=O)NC(=O)C1)N2CC(=O)NC(=O)C2. Drug 2: N.N.Cl[Pt+2]Cl. Cell line: HS 578T. Synergy scores: CSS=14.1, Synergy_ZIP=3.36, Synergy_Bliss=9.27, Synergy_Loewe=6.67, Synergy_HSA=7.57. (9) Drug 1: C1CC(=O)NC(=O)C1N2CC3=C(C2=O)C=CC=C3N. Drug 2: CCC(=C(C1=CC=CC=C1)C2=CC=C(C=C2)OCCN(C)C)C3=CC=CC=C3.C(C(=O)O)C(CC(=O)O)(C(=O)O)O. Cell line: HCT-15. Synergy scores: CSS=1.33, Synergy_ZIP=4.21, Synergy_Bliss=-2.08, Synergy_Loewe=-1.69, Synergy_HSA=-1.69. (10) Drug 1: CC1=C(C(CCC1)(C)C)C=CC(=CC=CC(=CC(=O)O)C)C. Drug 2: C1=CC=C(C(=C1)C(C2=CC=C(C=C2)Cl)C(Cl)Cl)Cl. Cell line: CAKI-1. Synergy scores: CSS=15.0, Synergy_ZIP=2.61, Synergy_Bliss=7.56, Synergy_Loewe=2.84, Synergy_HSA=4.13.